This data is from Full USPTO retrosynthesis dataset with 1.9M reactions from patents (1976-2016). The task is: Predict the reactants needed to synthesize the given product. (1) The reactants are: [C:1]([O:4][C:5]1[C:10]([CH:11]([CH3:13])[CH3:12])=[CH:9][C:8]([O:14]C(=O)C)=[CH:7][C:6]=1[C:18]([CH3:21])([CH3:20])[CH3:19])(=[O:3])[CH3:2].Cl. Given the product [C:1]([O:4][C:5]1[C:10]([CH:11]([CH3:13])[CH3:12])=[CH:9][C:8]([OH:14])=[CH:7][C:6]=1[C:18]([CH3:19])([CH3:20])[CH3:21])(=[O:3])[CH3:2], predict the reactants needed to synthesize it. (2) Given the product [NH:17]1[C:15]2=[N:16][C:11]([NH:1][C:2]3[CH:3]=[N:4][N:5]([CH2:7][CH2:8][OH:9])[CH:6]=3)=[N:12][CH:13]=[C:14]2[CH:19]=[N:18]1, predict the reactants needed to synthesize it. The reactants are: [NH2:1][C:2]1[CH:3]=[N:4][N:5]([CH2:7][CH2:8][OH:9])[CH:6]=1.Cl[C:11]1[N:16]=[C:15]2[NH:17][N:18]=[CH:19][C:14]2=[CH:13][N:12]=1. (3) Given the product [C:20]([S:22][CH2:14][C@@H:9]([NH:8][C:6]([O:5][C:1]([CH3:2])([CH3:3])[CH3:4])=[O:7])[C:10]([O:12][CH3:13])=[O:11])(=[O:23])[CH3:21], predict the reactants needed to synthesize it. The reactants are: [C:1]([O:5][C:6]([NH:8][C@H:9]([CH2:14]OS(C)(=O)=O)[C:10]([O:12][CH3:13])=[O:11])=[O:7])([CH3:4])([CH3:3])[CH3:2].[C:20]([O-:23])(=[S:22])[CH3:21].[K+]. (4) Given the product [CH:16]1([O:17][CH2:18][CH2:19][CH2:20][OH:21])[CH2:11][CH2:12][CH2:13][CH2:14][CH2:15]1, predict the reactants needed to synthesize it. The reactants are: [Al+3].[Cl-].[Cl-].[Cl-].[H-].[H-].[H-].[H-].[Li+].[Al+3].[CH2:11]1[C:16]2([O:21][CH2:20][CH2:19][CH2:18][O:17]2)[CH2:15][CH2:14][CH2:13][CH2:12]1.[OH-].[K+]. (5) Given the product [N:17]1([C:22]([N:9]2[CH2:10][CH:11]3[CH2:15][C:14](=[O:16])[CH2:13][CH:12]3[CH2:8]2)=[O:23])[CH2:21][CH2:20][CH2:19][CH2:18]1, predict the reactants needed to synthesize it. The reactants are: FC(F)(F)C(O)=O.[CH2:8]1[CH:12]2[CH2:13][C:14](=[O:16])[CH2:15][CH:11]2[CH2:10][NH:9]1.[N:17]1([C:22](Cl)=[O:23])[CH2:21][CH2:20][CH2:19][CH2:18]1.C(N(CC)CC)C.C(O)(=O)CC(CC(O)=O)(C(O)=O)O. (6) The reactants are: [CH2:1]([N:3]([CH2:16][CH3:17])[CH2:4][CH2:5][CH2:6][O:7][C:8]1[CH:13]=[CH:12][C:11]([NH2:14])=[CH:10][C:9]=1[F:15])[CH3:2].[CH3:18][C:19]1[CH:27]=[CH:26][CH:25]=[C:24]2[C:20]=1[C:21](=[CH:29]O)[C:22](=[O:28])[NH:23]2. Given the product [CH2:16]([N:3]([CH2:1][CH3:2])[CH2:4][CH2:5][CH2:6][O:7][C:8]1[CH:13]=[CH:12][C:11]([NH:14][CH:29]=[C:21]2[C:20]3[C:24](=[CH:25][CH:26]=[CH:27][C:19]=3[CH3:18])[NH:23][C:22]2=[O:28])=[CH:10][C:9]=1[F:15])[CH3:17], predict the reactants needed to synthesize it. (7) Given the product [CH3:16][O:15][C:13](=[O:14])[CH:12]([S:8][C:5]1[CH:6]=[CH:7][C:2]([Br:1])=[CH:3][CH:4]=1)[CH3:17], predict the reactants needed to synthesize it. The reactants are: [Br:1][C:2]1[CH:7]=[CH:6][C:5]([SH:8])=[CH:4][CH:3]=1.[H-].[Na+].Br[CH:12]([CH3:17])[C:13]([O:15][CH3:16])=[O:14]. (8) Given the product [CH3:8][S:9]([O:40][CH2:39][C:30]1[C:31]([CH:34]([O:37][CH3:38])[O:35][CH3:36])=[N:32][C:33]2[N:24]([C:22](=[O:23])[NH:21][C:18]3[CH:17]=[C:16]([NH:41][CH2:42][CH2:43][O:44][CH3:45])[C:15]([C:13]#[N:14])=[CH:20][N:19]=3)[CH2:25][CH2:26][CH2:27][C:28]=2[CH:29]=1)(=[O:11])=[O:10], predict the reactants needed to synthesize it. The reactants are: C(N(CC)CC)C.[CH3:8][S:9](Cl)(=[O:11])=[O:10].[C:13]([C:15]1[C:16]([NH:41][CH2:42][CH2:43][O:44][CH3:45])=[CH:17][C:18]([NH:21][C:22]([N:24]2[C:33]3[C:28](=[CH:29][C:30]([CH2:39][OH:40])=[C:31]([CH:34]([O:37][CH3:38])[O:35][CH3:36])[N:32]=3)[CH2:27][CH2:26][CH2:25]2)=[O:23])=[N:19][CH:20]=1)#[N:14].